This data is from Forward reaction prediction with 1.9M reactions from USPTO patents (1976-2016). The task is: Predict the product of the given reaction. Given the reactants [Cl:1][C:2]1[CH:8]=[C:7]([Cl:9])[C:6]([O:10][CH3:11])=[CH:5][C:3]=1[NH2:4].[H-].[Na+].Cl[C:15]1[C:20]([C:21]#[N:22])=[CH:19][N:18]=[C:17]2[CH:23]=[C:24]([I:26])[S:25][C:16]=12, predict the reaction product. The product is: [Cl:1][C:2]1[CH:8]=[C:7]([Cl:9])[C:6]([O:10][CH3:11])=[CH:5][C:3]=1[NH:4][C:15]1[C:20]([C:21]#[N:22])=[CH:19][N:18]=[C:17]2[CH:23]=[C:24]([I:26])[S:25][C:16]=12.